From a dataset of Retrosynthesis with 50K atom-mapped reactions and 10 reaction types from USPTO. Predict the reactants needed to synthesize the given product. Given the product CCOC(=O)c1cnn2c(Nc3ccc(C)c(F)c3)c(C(=O)N3CCC4(CC3)COc3cc(F)ccc34)cnc12, predict the reactants needed to synthesize it. The reactants are: CCOC(=O)c1cnn2c(Nc3ccc(C)c(F)c3)c(C(=O)O)cnc12.Fc1ccc2c(c1)OCC21CCNCC1.